This data is from Full USPTO retrosynthesis dataset with 1.9M reactions from patents (1976-2016). The task is: Predict the reactants needed to synthesize the given product. The reactants are: [C:1]([C:3]1[CH:4]=[C:5]([C:13]2[S:17][C:16]([C:18]3[C:19]([CH3:35])=[C:20]4[C:25](=[CH:26][CH:27]=3)[CH2:24][N:23](C(OC(C)(C)C)=O)[CH2:22][CH2:21]4)=[N:15][N:14]=2)[CH:6]=[CH:7][C:8]=1[O:9][CH:10]([CH3:12])[CH3:11])#[N:2].[F:36][C:37]([F:42])([F:41])[C:38]([OH:40])=[O:39]. Given the product [F:36][C:37]([F:42])([F:41])[C:38]([OH:40])=[O:39].[CH3:12][CH:10]([O:9][C:8]1[CH:7]=[CH:6][C:5]([C:13]2[S:17][C:16]([C:18]3[C:19]([CH3:35])=[C:20]4[C:25](=[CH:26][CH:27]=3)[CH2:24][NH:23][CH2:22][CH2:21]4)=[N:15][N:14]=2)=[CH:4][C:3]=1[C:1]#[N:2])[CH3:11], predict the reactants needed to synthesize it.